Dataset: Catalyst prediction with 721,799 reactions and 888 catalyst types from USPTO. Task: Predict which catalyst facilitates the given reaction. (1) Reactant: [CH2:1]([O:3][C:4](=[O:18])[CH2:5][C@@H:6]1[CH2:10][CH2:9][N:8]([C:11]([O:13]C(C)(C)C)=O)[CH2:7]1)[CH3:2].Cl.O1CCO[CH2:22][CH2:21]1.C(N(CC)C(C)C)(C)C.C(Cl)(=O)CC. Product: [C:11]([N:8]1[CH2:9][CH2:10][C@@H:6]([CH2:5][C:4]([O:3][CH2:1][CH3:2])=[O:18])[CH2:7]1)(=[O:13])[CH2:21][CH3:22]. The catalyst class is: 4. (2) Reactant: [Br:1][C:2]1[CH:3]=[CH:4][C:5]([C:8](=[O:10])[CH3:9])=[N:6][CH:7]=1.[BH4-].[Na+].O.Cl. Product: [Br:1][C:2]1[CH:3]=[CH:4][C:5]([CH:8]([OH:10])[CH3:9])=[N:6][CH:7]=1. The catalyst class is: 8.